Dataset: Reaction yield outcomes from USPTO patents with 853,638 reactions. Task: Predict the reaction yield, written as a fraction of the theoretical maximum amount of product (1.0 means a 100% yield; for example, 0.34 means a 34% yield). (1) The reactants are C([O:4][CH2:5][CH2:6][CH2:7][N:8]1[C:13](=[O:14])[C:12]2[N:15]([CH3:29])[C:16]([C:18]3[CH:23]=[CH:22][CH:21]=[C:20]([O:24][C:25]([F:28])([F:27])[F:26])[CH:19]=3)=[CH:17][C:11]=2[N:10]([CH3:30])[C:9]1=[O:31])(=O)C.O[Li].O. The catalyst is C1COCC1.O.C(Cl)Cl. The product is [OH:4][CH2:5][CH2:6][CH2:7][N:8]1[C:13](=[O:14])[C:12]2[N:15]([CH3:29])[C:16]([C:18]3[CH:23]=[CH:22][CH:21]=[C:20]([O:24][C:25]([F:28])([F:27])[F:26])[CH:19]=3)=[CH:17][C:11]=2[N:10]([CH3:30])[C:9]1=[O:31]. The yield is 0.369. (2) The reactants are [C:1]([O:5][C:6]([N:8]1[C:12]2([CH2:16][CH2:15][NH:14][C:13]2=[O:17])[CH2:11][CH2:10][CH2:9]1)=[O:7])([CH3:4])([CH3:3])[CH3:2].Br[C:19]1[CH:20]=[CH:21][C:22]([N+:25]([O-:27])=[O:26])=[N:23][CH:24]=1. No catalyst specified. The product is [C:1]([O:5][C:6]([N:8]1[C:12]2([CH2:16][CH2:15][N:14]([C:19]3[CH:24]=[N:23][C:22]([N+:25]([O-:27])=[O:26])=[CH:21][CH:20]=3)[C:13]2=[O:17])[CH2:11][CH2:10][CH2:9]1)=[O:7])([CH3:4])([CH3:2])[CH3:3]. The yield is 0.790. (3) The reactants are [Si:1]([O:8][C@@H:9]1[C@H:13]([CH2:14][O:15][Si:16]([C:19]([CH3:22])([CH3:21])[CH3:20])([CH3:18])[CH3:17])[CH2:12][C@@H:11]([NH:23][C:24]2[C:29]([Cl:30])=[CH:28][N:27]=[C:26]([NH2:31])[C:25]=2[N+:32]([O-])=O)[CH2:10]1)([C:4]([CH3:7])([CH3:6])[CH3:5])([CH3:3])[CH3:2].C(O)(=O)C. The catalyst is [Zn]. The product is [Si:1]([O:8][C@@H:9]1[C@H:13]([CH2:14][O:15][Si:16]([C:19]([CH3:22])([CH3:21])[CH3:20])([CH3:18])[CH3:17])[CH2:12][C@@H:11]([NH:23][C:24]2[C:29]([Cl:30])=[CH:28][N:27]=[C:26]([NH2:31])[C:25]=2[NH2:32])[CH2:10]1)([C:4]([CH3:5])([CH3:6])[CH3:7])([CH3:3])[CH3:2]. The yield is 0.900. (4) The reactants are [H-].[Na+].[NH2:3][C:4]1[N:25]=[C:24](Cl)[CH:23]=[CH:22][C:5]=1[C:6]([NH:8][CH2:9][C:10]1[S:11][C:12]([O:15][C:16]2[CH:21]=[CH:20][CH:19]=[CH:18][CH:17]=2)=[CH:13][CH:14]=1)=[O:7].[CH2:27]([OH:30])[CH2:28][OH:29].[Cl-].[NH4+]. The catalyst is C(#N)C.O.FC(F)(F)C(O)=O.[Cu]I.ClCCl.O. The product is [NH2:3][C:4]1[N:25]=[C:24]([O:29][CH2:28][CH2:27][OH:30])[CH:23]=[CH:22][C:5]=1[C:6]([NH:8][CH2:9][C:10]1[S:11][C:12]([O:15][C:16]2[CH:21]=[CH:20][CH:19]=[CH:18][CH:17]=2)=[CH:13][CH:14]=1)=[O:7]. The yield is 0.0470. (5) The reactants are C([O:3][C:4](=[O:30])[CH2:5][CH:6]1[S:10][C:9]([C:11]2[NH:12][C:13]3[C:18]([CH:19]=2)=[CH:17][CH:16]=[CH:15][C:14]=3[N:20]([CH3:29])[S:21]([C:24]2[S:25][CH:26]=[CH:27][CH:28]=2)(=[O:23])=[O:22])=[N:8][CH2:7]1)C.[OH-].[K+].C(O)(=O)CC(CC(O)=O)(C(O)=O)O. The catalyst is O1CCCC1.CO. The product is [CH3:29][N:20]([S:21]([C:24]1[S:25][CH:26]=[CH:27][CH:28]=1)(=[O:23])=[O:22])[C:14]1[CH:15]=[CH:16][CH:17]=[C:18]2[C:13]=1[NH:12][C:11]([C:9]1[S:10][CH:6]([CH2:5][C:4]([OH:30])=[O:3])[CH2:7][N:8]=1)=[CH:19]2. The yield is 0.830. (6) The reactants are [N:1]1([C:7]2[S:8]/[C:9](=[CH:13]\[C:14]3[CH:42]=[CH:41][C:40]([F:43])=[CH:39][C:15]=3[O:16][CH:17]3[O:22][CH:21]([C:23]([O:25]C)=[O:24])[CH:20]([O:27]C(=O)C)[CH:19]([O:31]C(=O)C)[CH:18]3[O:35]C(=O)C)/[C:10](=[O:12])[N:11]=2)[CH2:6][CH2:5][CH2:4][CH2:3][NH:2]1.[OH-].[Li+]. The catalyst is C1COCC1.O. The product is [N:1]1([C:7]2[S:8]/[C:9](=[CH:13]\[C:14]3[CH:42]=[CH:41][C:40]([F:43])=[CH:39][C:15]=3[O:16][CH:17]3[O:22][CH:21]([C:23]([OH:25])=[O:24])[CH:20]([OH:27])[CH:19]([OH:31])[CH:18]3[OH:35])/[C:10](=[O:12])[N:11]=2)[CH2:6][CH2:5][CH2:4][CH2:3][NH:2]1. The yield is 0.560. (7) The reactants are CS(O[CH2:6][CH2:7][C:8]1[S:12][CH:11]=[N:10][C:9]=1[CH3:13])(=O)=O.[C:14]1(=[O:24])[NH:18][C:17](=[O:19])[C:16]2=[CH:20][CH:21]=[CH:22][CH:23]=[C:15]12.[K]. The catalyst is CN(C)C=O. The product is [CH3:13][C:9]1[N:10]=[CH:11][S:12][C:8]=1[CH2:7][CH2:6][N:18]1[C:14](=[O:24])[C:15]2[C:16](=[CH:20][CH:21]=[CH:22][CH:23]=2)[C:17]1=[O:19]. The yield is 0.740. (8) The reactants are Br[C:2]1[CH:3]=[C:4]2[C:9](=[CH:10][CH:11]=1)[CH:8]=[C:7]([C:10]1[C:9]3[C:4](=[CH:5][CH:6]=[CH:7][CH:8]=3)[CH:3]=[CH:2][CH:11]=1)[CH:6]=[CH:5]2.[CH3:22][CH2:23][CH2:24][CH2:25][CH2:26][CH3:27].[CH2:28]([Li])[CH2:29][CH2:30][CH3:31].[B:33](OC(C)C)([O:38]C(C)C)[O:34]C(C)C.Cl. The catalyst is C(OCC)C.C1(C)C=CC=CC=1. The product is [C:10]1([C:24]2[CH:23]=[CH:22][C:31]3[C:26](=[CH:27][CH:28]=[C:29]([B:33]([OH:38])[OH:34])[CH:30]=3)[CH:25]=2)[C:9]2[C:4](=[CH:5][CH:6]=[CH:7][CH:8]=2)[CH:3]=[CH:2][CH:11]=1. The yield is 0.600. (9) The product is [ClH:24].[CH2:1]([O:3][C:4](=[O:17])[CH2:5][C:6]1[C:15]2[C:10](=[CH:11][CH:12]=[CH:13][CH:14]=2)[CH:9]=[C:8]([NH:16][NH2:18])[CH:7]=1)[CH3:2]. The reactants are [CH2:1]([O:3][C:4](=[O:17])[CH2:5][C:6]1[C:15]2[C:10](=[CH:11][CH:12]=[CH:13][CH:14]=2)[CH:9]=[C:8]([NH2:16])[CH:7]=1)[CH3:2].[N:18]([O-])=O.[Na+].O.O.[Cl:24][Sn]Cl. The yield is 0.800. The catalyst is Cl.